This data is from Experimentally validated miRNA-target interactions with 360,000+ pairs, plus equal number of negative samples. The task is: Binary Classification. Given a miRNA mature sequence and a target amino acid sequence, predict their likelihood of interaction. (1) The miRNA is hsa-miR-548ao-3p with sequence AAAGACCGUGACUACUUUUGCA. The protein sequence of the target gene is MKWLGDSKNMVVNGRRNGGKLSNDHQQNQSKLQQHSGKDTLKTGRNAVERRSSRCHGNSGFEGQSRYVPSSGMSAKELCENDDLATSLVLDPYLGFQTHKMNTSAFPSRSSRHISKADSFSHNNPVRFRPIKGRQEELKEVIERFKKDEHLEKAFKCLTSGEWARHYFLNKNKMQEKLFKEHVFIYLRMFATDSGFEILPCNRYSSEQNGAKIVATKEWKRNDKIELLVGCIAELSEIEENMLLRHGENDFSVMYSTRKNCAQLWLGPAAFINHDCRPNCKFVSTGRDTACVKALRDIEP.... Result: 0 (no interaction). (2) The miRNA is hsa-miR-615-3p with sequence UCCGAGCCUGGGUCUCCCUCUU. The protein sequence of the target gene is MGNAPSHSSEDEAAAAGGEGWGPHQDWAAVSGTTPGPGVAAPALPPAAALLEPARLREAAAALLPTPPCESLVSRHRGALFRWLEERLGRGEESVTLEQFRELLEARGAGCSSEQFEEAFAQFDAEGDGTVDAENMLEALKNSSGANLQGELSHIIRQLQACSLVPGFTDIFSESKEGLDIHSSMILRFLHRNRLSSAVMPYPMLEHCNNMCTMRSSVLKESLDQLVQKEKESPGDLTRSPEMDKLKSVAKCYAYIETSSNSADIDKMTNGETSSYWQSDGSACSHWIRLKMKPDVVLRH.... Result: 1 (interaction). (3) The miRNA is mmu-miR-490-5p with sequence CCAUGGAUCUCCAGGUGGGU. The protein sequence of the target gene is MAGEVSAATGRFSLERLGLPGLALAAALLLLALCLLVRRTRRPGEPPLIKGWLPYLGVVLNLRKDPLRFMKTLQKQHGDTFTVLLGGKYITFILDPFQYQLVIKNHKQLSFRVFSNKLLEKAFSISQLQKNHDMNDELHLCYQFLQGKSLDILLESMMQNLKQVFEPQLLKTTSWDTAELYPFCSSIIFEITFTTIYGKVIVCDNNKFISELRDDFLKFDDKFAYLVSNIPIELLGNVKSIREKIIKCFSSEKLAKMQGWSEVFQSRQDVLEKYYVHEDLEIGAHHLGFLWASVANTIPT.... Result: 0 (no interaction). (4) The miRNA is hsa-miR-1234-3p with sequence UCGGCCUGACCACCCACCCCAC. The protein sequence of the target gene is MRPRSGGRPGAPGRRRRRLRRGPRGRRLPPPPPLPLLLGLLLAAAGPGAARAKETAFVEVVLFESSPSGDYTTHTTGLTGRFSRAGAMLSAEGEIVQMHPLGLCNNNDEEDLYEYGWVGVVKLEQPELDPKPCLTVLGKAKRAVQRGATAVIFDVSENPEAIDQLNQGSEDPLKRPVVYVKGADAIKLMNIVNKQKVARARIQHLPPRQPTEYFDMGIFLAFFVVVSLVCLILLVKIKLKQRRSQNSMNRLAVQALEKMETRKFNSKSKGRREGSCGALDTLSSGSTSDCAICLEKYIDG.... Result: 0 (no interaction). (5) The miRNA is hsa-miR-328-3p with sequence CUGGCCCUCUCUGCCCUUCCGU. The protein sequence of the target gene is MAATAAEAVASGSGEPREEAGALGPAWDESQLRSYSFPTRPIPRLSQSDPRAEELIENEEPVVLTDTNLVYPALKWDLEYLQENIGNGDFSVYSASTHKFLYYDEKKMANFQNFKPRSNREEMKFHEFVEKLQDIQQRGGEERLYLQQTLNDTVGRKIVMDFLGFNWNWINKQQGKRGWGQLTSNLLLIGMEGNVTPAHYDEQQNFFAQIKGYKRCILFPPDQFECLYPYPVHHPCDRQSQVDFDNPDYERFPNFQNVVGYETVVGPGDVLYIPMYWWHHIESLLNGGITITVNFWYKGA.... Result: 1 (interaction). (6) The miRNA is hsa-miR-135b-5p with sequence UAUGGCUUUUCAUUCCUAUGUGA. The protein sequence of the target gene is MTSPHFSSYDEGPLDVSMAATNLENQLHSAQKNLLFLQREHASTLKGLHSEIRRLQQHCTDLTYELTVKSSEQTGDGTSKSSELKKRCEELEAQLKVKENENAELLKELEQKNAMITVLENTIKEREKKYLEELKAKSHKLTLLSSELEQRASTIAYLTSQLHAAKKKLMSSSGTSDASPSGSPVLASYKPAPPKDKLPETPRRRMKKSLSAPLHPEFEEVYRFGAESRKLLLREPVDAMPDPTPFLLARESAEVHLIKERPLVIPPIASDRSGEQHSPAREKPHKAHVGVAHRIHHATP.... Result: 0 (no interaction).